This data is from Catalyst prediction with 721,799 reactions and 888 catalyst types from USPTO. The task is: Predict which catalyst facilitates the given reaction. (1) Reactant: N#N.[CH3:3]/[C:4](=[CH:8]\[C:9]1[CH:14]=[CH:13][CH:12]=[CH:11][CH:10]=1)/[C:5]([NH2:7])=[O:6].C([O-])(O)=O.[Na+].[CH2:20]([O:22][C:23](=[O:28])[C:24](=O)[CH2:25]Br)[CH3:21].FC(F)(F)C(OC(=O)C(F)(F)F)=O.C([O-])([O-])=O.[Na+].[Na+]. Product: [CH2:20]([O:22][C:23]([C:24]1[N:7]=[C:5](/[C:4](/[CH3:3])=[CH:8]/[C:9]2[CH:14]=[CH:13][CH:12]=[CH:11][CH:10]=2)[O:6][CH:25]=1)=[O:28])[CH3:21]. The catalyst class is: 1. (2) Reactant: [F:1][C:2]([F:36])([F:35])[C:3]1[CH:4]=[C:5]([CH:28]=[C:29]([C:31]([F:34])([F:33])[F:32])[CH:30]=1)[C:6]([N:8]1[CH2:13][CH2:12][N:11]([CH2:14][C:15]#[C:16][CH2:17][Cl:18])[CH2:10][C@H:9]1[CH2:19][C:20]1[CH:25]=[CH:24][C:23]([CH3:26])=[C:22]([CH3:27])[CH:21]=1)=[O:7].[CH:37]1([N:43]2[CH2:48][CH2:47][NH:46][CH2:45][CH2:44]2)[CH2:42][CH2:41][CH2:40][CH2:39][CH2:38]1.C(=O)([O-])[O-].[K+].[K+].O. Product: [ClH:18].[ClH:18].[ClH:18].[F:1][C:2]([F:36])([F:35])[C:3]1[CH:4]=[C:5]([CH:28]=[C:29]([C:31]([F:34])([F:33])[F:32])[CH:30]=1)[C:6]([N:8]1[CH2:13][CH2:12][N:11]([CH2:14][C:15]#[C:16][CH2:17][N:46]2[CH2:47][CH2:48][N:43]([CH:37]3[CH2:42][CH2:41][CH2:40][CH2:39][CH2:38]3)[CH2:44][CH2:45]2)[CH2:10][C@H:9]1[CH2:19][C:20]1[CH:25]=[CH:24][C:23]([CH3:26])=[C:22]([CH3:27])[CH:21]=1)=[O:7]. The catalyst class is: 9. (3) Reactant: C(N(CC)CC)C.Cl.[NH2:9][CH2:10][C:11]1[CH:19]=[CH:18][CH:17]=[C:16]2[C:12]=1[C:13](=[O:29])[N:14]([CH:21]1[CH2:26][CH2:25][C:24](=[O:27])[NH:23][C:22]1=[O:28])[C:15]2=[O:20].[C:30]1([CH3:39])[CH:35]=[CH:34][CH:33]=[C:32]([C:36](Cl)=[O:37])[CH:31]=1. Product: [O:28]=[C:22]1[CH:21]([N:14]2[C:13](=[O:29])[C:12]3[C:16](=[CH:17][CH:18]=[CH:19][C:11]=3[CH2:10][NH:9][C:36](=[O:37])[C:32]3[CH:33]=[CH:34][CH:35]=[C:30]([CH3:39])[CH:31]=3)[C:15]2=[O:20])[CH2:26][CH2:25][C:24](=[O:27])[NH:23]1. The catalyst class is: 1. (4) Reactant: [CH2:1]([N:8]([CH2:20][C:21]1[CH:26]=[CH:25][CH:24]=[CH:23][CH:22]=1)[C:9]1[CH:10]=[C:11]2[CH:17]=[C:16]([CH2:18][OH:19])[NH:15][C:12]2=[CH:13][N:14]=1)[C:2]1[CH:7]=[CH:6][CH:5]=[CH:4][CH:3]=1. Product: [CH2:20]([N:8]([CH2:1][C:2]1[CH:7]=[CH:6][CH:5]=[CH:4][CH:3]=1)[C:9]1[CH:10]=[C:11]2[CH:17]=[C:16]([CH:18]=[O:19])[NH:15][C:12]2=[CH:13][N:14]=1)[C:21]1[CH:22]=[CH:23][CH:24]=[CH:25][CH:26]=1. The catalyst class is: 485. (5) Reactant: [C:1]([CH:3]1[CH2:6][N:5]([C:7](=[O:40])[C@H:8]([NH:10][C:11]([C:13]2[C:21]3[C:16](=[N:17][CH:18]=[C:19]([C:22]4[C:30]5[C:25](=[CH:26][C:27]([Cl:31])=[CH:28][CH:29]=5)[NH:24][N:23]=4)[N:20]=3)[N:15]([CH2:32][O:33][CH2:34][CH2:35][Si:36]([CH3:39])([CH3:38])[CH3:37])[CH:14]=2)=[O:12])[CH3:9])[CH2:4]1)#[N:2].[H-].[Na+].[CH3:43][C:44]1([CH3:55])[O:48][CH:47]([CH2:49]OS(C)(=O)=O)[CH2:46][O:45]1. Product: [C:1]([CH:3]1[CH2:6][N:5]([C:7](=[O:40])[C@H:8]([NH:10][C:11]([C:13]2[C:21]3[C:16](=[N:17][CH:18]=[C:19]([C:22]4[C:30]5[C:25](=[CH:26][C:27]([Cl:31])=[CH:28][CH:29]=5)[N:24]([CH2:49][CH:47]5[CH2:46][O:45][C:44]([CH3:55])([CH3:43])[O:48]5)[N:23]=4)[N:20]=3)[N:15]([CH2:32][O:33][CH2:34][CH2:35][Si:36]([CH3:39])([CH3:38])[CH3:37])[CH:14]=2)=[O:12])[CH3:9])[CH2:4]1)#[N:2]. The catalyst class is: 3. (6) Reactant: [CH3:1][S:2](Cl)(=[O:4])=[O:3].[S:6]1[CH:10]=[CH:9][CH:8]=[C:7]1[CH2:11][CH2:12][OH:13].C(N(CC)CC)C. Product: [CH3:1][S:2]([O:13][CH2:12][CH2:11][C:7]1[S:6][CH:10]=[CH:9][CH:8]=1)(=[O:4])=[O:3]. The catalyst class is: 4.